This data is from Forward reaction prediction with 1.9M reactions from USPTO patents (1976-2016). The task is: Predict the product of the given reaction. (1) The product is: [C:13]([C:10]([C:11]#[N:12])=[C:3]([NH:15][CH2:16][CH2:17][NH:18][C:19]([O:20][C:21]([CH3:24])([CH3:23])[CH3:22])=[O:25])[C:4]1[O:5][CH:6]=[CH:7][C:8]=1[CH3:9])#[N:14]. Given the reactants CO[C:3](=[C:10]([C:13]#[N:14])[C:11]#[N:12])[C:4]1[O:5][CH:6]=[CH:7][C:8]=1[CH3:9].[NH2:15][CH2:16][CH2:17][NH:18][C:19](=[O:25])[O:20][C:21]([CH3:24])([CH3:23])[CH3:22], predict the reaction product. (2) The product is: [Cl:1][C:2]1[C:3]([N:20]2[CH2:21][CH2:22][CH:23]([C:26](=[O:27])[NH:40][S:37]([NH:36][C:33]3[CH:32]=[CH:31][C:30]([F:29])=[CH:35][CH:34]=3)(=[O:38])=[O:39])[CH2:24][CH2:25]2)=[N:4][C:5]([CH2:13][N:14]2[CH2:18][CH2:17][CH2:16][C:15]2=[O:19])=[C:6]([CH:7]=1)[C:8]([O:10][CH2:11][CH3:12])=[O:9]. Given the reactants [Cl:1][C:2]1[C:3]([N:20]2[CH2:25][CH2:24][CH:23]([C:26](O)=[O:27])[CH2:22][CH2:21]2)=[N:4][C:5]([CH2:13][N:14]2[CH2:18][CH2:17][CH2:16][C:15]2=[O:19])=[C:6]([C:8]([O:10][CH2:11][CH3:12])=[O:9])[CH:7]=1.[F:29][C:30]1[CH:35]=[CH:34][C:33]([NH:36][S:37]([NH2:40])(=[O:39])=[O:38])=[CH:32][CH:31]=1, predict the reaction product. (3) The product is: [C:16]([CH2:17][C:5]([CH:3]1[CH2:2][N:1]([C:9]([O:11][C:12]([CH3:15])([CH3:14])[CH3:13])=[O:10])[CH2:4]1)=[O:7])#[N:18]. Given the reactants [N:1]1([C:9]([O:11][C:12]([CH3:15])([CH3:14])[CH3:13])=[O:10])[CH2:4][CH:3]([C:5]([O:7]C)=O)[CH2:2]1.[C:16](#[N:18])[CH3:17].CC(C)([O-])C.[K+].[Cl-].[NH4+], predict the reaction product. (4) Given the reactants [CH:1]1([CH2:5][O:6][C:7]2[CH:15]=[CH:14][CH:13]=[C:12]3[C:8]=2[CH:9]=[C:10]([C:16]([OH:18])=O)[NH:11]3)[CH2:4][CH2:3][CH2:2]1.Cl.Cl.Cl.[NH2:22][CH:23]1[CH2:28][CH2:27][N:26]([CH2:29][CH2:30][N:31]2[CH2:36][CH2:35][C@H:34]([OH:37])[C@@H:33]([CH3:38])[CH2:32]2)[CH2:25][CH2:24]1, predict the reaction product. The product is: [OH:37][C@H:34]1[CH2:35][CH2:36][N:31]([CH2:30][CH2:29][N:26]2[CH2:25][CH2:24][CH:23]([NH:22][C:16]([C:10]3[NH:11][C:12]4[C:8]([CH:9]=3)=[C:7]([O:6][CH2:5][CH:1]3[CH2:2][CH2:3][CH2:4]3)[CH:15]=[CH:14][CH:13]=4)=[O:18])[CH2:28][CH2:27]2)[CH2:32][C@@H:33]1[CH3:38]. (5) Given the reactants [N:1]1[C:5]2[CH:6]=[CH:7][C:8]([NH2:10])=[CH:9][C:4]=2[NH:3][CH:2]=1.[S:11]1[C:15]2[CH:16]=[CH:17][CH:18]=[CH:19][C:14]=2[N:13]=[C:12]1[CH2:20]Br.C([O-])([O-])=O.[K+].[K+], predict the reaction product. The product is: [S:11]1[C:15]2[CH:16]=[CH:17][CH:18]=[CH:19][C:14]=2[N:13]=[C:12]1[CH2:20][N:10]([CH2:20][C:12]1[S:11][C:15]2[CH:16]=[CH:17][CH:18]=[CH:19][C:14]=2[N:13]=1)[C:8]1[CH:7]=[CH:6][C:5]2[NH:1][CH:2]=[N:3][C:4]=2[CH:9]=1. (6) Given the reactants COC(=O)[O:4][C:5]1[CH:10]=[C:9]([N+:11]([O-:13])=[O:12])[C:8]([F:14])=[CH:7][C:6]=1[CH3:15].B(Br)(Br)Br.[OH-].[Na+], predict the reaction product. The product is: [F:14][C:8]1[C:9]([N+:11]([O-:13])=[O:12])=[CH:10][C:5]([OH:4])=[C:6]([CH3:15])[CH:7]=1. (7) Given the reactants [CH2:1]([N:4]1[CH2:8][CH2:7][CH2:6][C:5]1=[O:9])[CH:2]=[CH2:3].C(N(CC)CC)C.C1(C)C=CC=CC=1P(C1C=CC=CC=1C)C1C=CC=CC=1C.Br[C:40]1[CH:49]=[CH:48][C:47]2[N:46]=[C:45]([NH2:50])[C:44]3[N:51]=[CH:52][N:53]([CH2:54][CH:55]([CH3:57])[CH3:56])[C:43]=3[C:42]=2[CH:41]=1, predict the reaction product. The product is: [NH2:50][C:45]1[C:44]2[N:51]=[CH:52][N:53]([CH2:54][CH:55]([CH3:57])[CH3:56])[C:43]=2[C:42]2[CH:41]=[C:40](/[CH:3]=[CH:2]/[CH2:1][N:4]3[CH2:8][CH2:7][CH2:6][C:5]3=[O:9])[CH:49]=[CH:48][C:47]=2[N:46]=1.